From a dataset of Forward reaction prediction with 1.9M reactions from USPTO patents (1976-2016). Predict the product of the given reaction. (1) The product is: [Br:27][CH2:28][CH2:29][CH2:30][CH2:31][C:32]([NH:14][C:11]1[CH:10]=[C:9]([C:6]2[CH:5]=[CH:4][C:3]([O:2][CH3:1])=[CH:8][CH:7]=2)[NH:13][N:12]=1)=[O:33]. Given the reactants [CH3:1][O:2][C:3]1[CH:8]=[CH:7][C:6]([C:9]2[NH:13][N:12]=[C:11]([NH2:14])[CH:10]=2)=[CH:5][CH:4]=1.C(N(C(C)C)CC)(C)C.C(#N)C.[Br:27][CH2:28][CH2:29][CH2:30][CH2:31][C:32](Cl)=[O:33], predict the reaction product. (2) The product is: [C:14]([O:18][C:19]([NH:21][C:22]1[CH:27]=[CH:26][CH:25]=[CH:24][C:23]=1[NH:28][C:29](=[O:48])[C:30]1[CH:35]=[CH:34][C:33]([CH2:36][N:37]([CH2:38][CH2:39][CH2:40][N:41]2[CH2:46][CH2:45][N:44]([CH3:47])[CH2:43][CH2:42]2)[C:12]([NH:11][C:9]2[CH:8]=[CH:7][C:6]3[O:1][CH2:2][CH2:3][O:4][C:5]=3[CH:10]=2)=[O:13])=[CH:32][CH:31]=1)=[O:20])([CH3:16])([CH3:17])[CH3:15]. Given the reactants [O:1]1[C:6]2[CH:7]=[CH:8][C:9]([N:11]=[C:12]=[O:13])=[CH:10][C:5]=2[O:4][CH2:3][CH2:2]1.[C:14]([O:18][C:19]([NH:21][C:22]1[CH:27]=[CH:26][CH:25]=[CH:24][C:23]=1[NH:28][C:29](=[O:48])[C:30]1[CH:35]=[CH:34][C:33]([CH2:36][NH:37][CH2:38][CH2:39][CH2:40][N:41]2[CH2:46][CH2:45][N:44]([CH3:47])[CH2:43][CH2:42]2)=[CH:32][CH:31]=1)=[O:20])([CH3:17])([CH3:16])[CH3:15], predict the reaction product. (3) Given the reactants C1(C)C=CC(S([O-])(=O)=O)=CC=1.[NH+]1C=CC=CC=1.[F:18][C:19]1[C:20]([C:44]2[CH:49]=[CH:48][CH:47]=[CH:46][CH:45]=2)=[CH:21][C:22](=[O:43])[N:23]([CH2:25][CH2:26][C@@:27]([CH3:42])([S:38]([CH3:41])(=[O:40])=[O:39])[C:28]([NH:30][O:31]C2CCCCO2)=[O:29])[CH:24]=1, predict the reaction product. The product is: [F:18][C:19]1[C:20]([C:44]2[CH:49]=[CH:48][CH:47]=[CH:46][CH:45]=2)=[CH:21][C:22](=[O:43])[N:23]([CH2:25][CH2:26][C@@:27]([CH3:42])([S:38]([CH3:41])(=[O:39])=[O:40])[C:28]([NH:30][OH:31])=[O:29])[CH:24]=1. (4) Given the reactants [CH3:1][N:2]1[C:7](=O)[C:6]2=[C:9]([NH:23][C:24]3[CH:29]=[CH:28][CH:27]=[CH:26][CH:25]=3)[N:10]([CH2:12][C:13]3[CH:18]=[CH:17][C:16]([C:19]([F:22])([F:21])[F:20])=[CH:15][CH:14]=3)[N:11]=[C:5]2[N:4]2[C@H:30]3[CH2:35][CH2:34][CH2:33][C@H:31]3[N:32]=[C:3]12.P12(SP3(SP(SP(S3)(S1)=S)(=S)S2)=S)=[S:37], predict the reaction product. The product is: [CH3:1][N:2]1[C:7](=[S:37])[C:6]2=[C:9]([NH:23][C:24]3[CH:29]=[CH:28][CH:27]=[CH:26][CH:25]=3)[N:10]([CH2:12][C:13]3[CH:18]=[CH:17][C:16]([C:19]([F:22])([F:21])[F:20])=[CH:15][CH:14]=3)[N:11]=[C:5]2[N:4]2[C@H:30]3[CH2:35][CH2:34][CH2:33][C@H:31]3[N:32]=[C:3]12. (5) Given the reactants Cl.Cl.[OH:3][C@@H:4]1[CH2:11][N:10]([CH2:12][CH2:13][CH2:14][N:15]2[C:21](=[O:22])[CH2:20][CH2:19][NH:18][C@H:17]([CH3:23])[CH2:16]2)[CH2:9][CH2:8][C:5]21[CH2:7][CH2:6]2.C(N(CC)CC)C.[Cl:31][C:32]1[CH:33]=[CH:34][C:35]([F:41])=[C:36]([N:38]=[C:39]=[O:40])[CH:37]=1, predict the reaction product. The product is: [Cl:31][C:32]1[CH:33]=[CH:34][C:35]([F:41])=[C:36]([NH:38][C:39]([N:18]2[CH2:19][CH2:20][C:21](=[O:22])[N:15]([CH2:14][CH2:13][CH2:12][N:10]3[CH2:9][CH2:8][C:5]4([CH2:6][CH2:7]4)[C@H:4]([OH:3])[CH2:11]3)[CH2:16][C@H:17]2[CH3:23])=[O:40])[CH:37]=1. (6) Given the reactants [CH2:1]([NH:5][C:6]1[N:11]2[N:12]=[C:13]([C:23]3[CH:28]=[CH:27][C:26]([F:29])=[CH:25][CH:24]=3)[C:14]([C:15]3[CH:20]=[CH:19][N:18]=[C:17]([S:21][CH3:22])[N:16]=3)=[C:10]2[CH:9]=[CH:8][CH:7]=1)[CH2:2][CH2:3][CH3:4].ClC1C=CC=C(C(OO)=[O:38])C=1, predict the reaction product. The product is: [CH2:1]([NH:5][C:6]1[N:11]2[N:12]=[C:13]([C:23]3[CH:24]=[CH:25][C:26]([F:29])=[CH:27][CH:28]=3)[C:14]([C:15]3[CH:20]=[CH:19][N:18]=[C:17]([S:21]([CH3:22])=[O:38])[N:16]=3)=[C:10]2[CH:9]=[CH:8][CH:7]=1)[CH2:2][CH2:3][CH3:4].